Token-level Classification. Given an antigen amino acid sequence, predict which amino acid positions are active epitope sites capable of antibody binding. Output is a list of indices for active positions. From a dataset of B-cell epitopes from IEDB database with 3,159 antigens for binding position prediction. (1) Given the antigen sequence: MGGWSSKPRKGMGTNLSVPNPLGFFPDHQLDPAFKANSENPDWDFNPIKDHWPEANQVGVGAFGPGFTPPHGGVLGLEPQAQGILATVPAVPPTASTNRQSGRQPTPLTPPLRDSHPQAMQWNSTTFHQTLQDPRVRALYFPAGGSSSGTVSPAQNTASAISSILSKTGDPVPNMENIASGLLGPLLVLQAGFFSLTKILTIPQSLDSWWTSLNFLGGTPVCLGQNSQSQISSHSPTCCPPICPGYRWMCLRRFIIFLSILLLCLIFLLVLLDYQGMLPVCPLIPGSLTTSTGPCKTCTAPAQGTSMFPSCCCTKPTDGNCIPIPSSWAFAKYLWEWASVRFSWLSLLVPFVQWFVGLSPTVWLSAIWMMWYWGPSLYNILRAFIPLLPIFFCLWVYI, which amino acid positions are active epitope sites? The epitope positions are: [314, 315, 316, 317, 318, 319]. The amino acids at these positions are: KPTDGN. (2) Given the antigen sequence: MLQVTDVSLRFGDRKLFEDVNIKFTEGNCYGLIGANGAGKSTFLKILSGELDSQTGHVSLGKNERLAVLKQDHYAYEDERVLDVVIKGHERLYEVMKEKDEIYMKPDFSDEDGIRAAELEGEFAEMNGWNAEADAANLLSGLGIDPTLHDKKMAELENNQKIKVLLAQSLFGEPDVLLLDEPTNGLDIPAISWLEDFLINFDNTVIVVSHDRHFLNNVCTHIADLDFGKIKVYVGNYDFWYQSSQLAQKMAQEQNKKKEEKMKELQDFIARFSANASKSKQATSRKKQLEKIELDDIQPSSRRYPFVKFTPEREIGNDLLIVQNLSKTIDGEKVLDNVSFTMNPNDKAILIGDSEIAKTTLLKILAGEMEPDEGSFKWGVTTSLSYFPKDNSEFFEGVNMNLVDWLRQYAPEDEQTETFLRGFLGRMLFSGEEVKKKASVLSGGEKVRCMLSKMMLSSANVLLLDEPTNHLDLESITAVNDGLKSFKGSIIFTSYDFEFI..., which amino acid positions are active epitope sites? The epitope positions are: [175, 176, 177, 178, 179, 180, 181, 182, 183]. The amino acids at these positions are: VLLLDEPTN. (3) The epitope positions are: [289, 290, 291, 292, 293, 294, 295, 296, 297, 298, 299, 300, 301, 302, 303, 304, 305, 306, 307, 308]. The amino acids at these positions are: VIISINGQSVVSANDVSDVI. Given the antigen sequence: RPPVIVLQRGACGQGQEDPNSLRHKYNFIADVVEKIAPAVVHIELFRKLPFSKREVPVASGSGFIVSEDGLIVTNAHVVTNKHRVKVELKNGATYEAKIKDVDEKADIALIKIDHQGKLPVLLLGRSSELRPGEFVVAIGSPFSLQNTVTTGIVSTTQRGGKELGLRNSDMDYIQTDAITNYGNSGGPLVNLDGEVIGINTLKVTAGISFAIPSDKIKKFLTESHDRQAKGKAITKKKYIGIRMMSLTSSKAKELKDRHRDFPDVISGAYIIEVIPDTPAEAGGLKENDVIISINGQSVVSANDVSDVIKRESTLNMVVRRGNEDIMITVIPEEIDP, which amino acid positions are active epitope sites? (4) Given the antigen sequence: MWKVSALLFVLGSASLWVLAEGASTGQPEDDTETTGLEGGVAMPGAEDDVVTPGTSEDRYKSGLTTLVATSVNSVTGIRIEDLPTSESTVHAQEQSPSATASNVATSHSTEKVDGDTQTTVEKDGLSTVTLVGIIVGVLLAIGFIGAIIVVVMRKMSGRYSP, which amino acid positions are active epitope sites? The epitope positions are: [39, 40, 41, 42, 43, 44, 45, 46, 47, 48, 49, 50]. The amino acids at these positions are: GVAMPGAEDDVV. (5) The epitope positions are: [54, 55, 56, 57, 58, 59, 60, 61, 62, 63, 64, 65, 66, 67, 68, 69, 70, 71, 72]. The amino acids at these positions are: LKSAQETDETSVDKYIRGL. Given the antigen sequence: MKRKAFASLVASVVAAATVTMPTASFAAGLGNSSGLTDGLSAPRVSISPMDKVDLKSAQETDETSVDKYIRGLEYDPSGVLAVKGESIENVPVTKDQLKDGTYTVFKHERKSFNNLRSDISAFDANNAHVYPGALVLANKDLAKGSPTSIGIARAPQTVSVDLPGLVDGKSKVVINNPTKSSVTQGMNGLLDGWIQRNSKYPDHAAKIFYDETMVTSKRQLEAKFGLGFEKVSAKLNVDFDAIHKRERQVAIASFKQIYYTASVDTPTSPHSVFGPNVTAQDLKDRGVNNKNPLGYISSVSYGRQIFVKLETTSTSNDVQAAFSGLFKAKFGNLSTEFKAKYADILNKTRATVYAVGGSARGGVEVATGNIDALKKIIKEESTYSTKVPAVPVSYSVNFLKDNQLAAVRSSGDYIETTATTYKSGEITFRHGGGYVAKFGLKWDEISYDPQGKEIRTPKTWSGNWVGRTLGFRETIQLPANARNIHVEAGEATGLAWDPW..., which amino acid positions are active epitope sites? (6) Given the antigen sequence: MSFSKTTSLASLALTGLFVVFKFALASTTETPAPIECTAGATKTVDAPSSGSVVFQCGDKLTISPSGEGDVFYGKECTDSRKLTTVLPGAVLTAKVQQPAKGPATYTLSYDGTPEKPQVLCYKCVAEAGAPAGRNNDGSSAPTPKDCKLIVRVPGADGRVTSGFDPVSLTGKVLAPGLAGLLITFV, which amino acid positions are active epitope sites? The epitope positions are: [87, 88, 89, 90, 91, 92, 93, 94, 95, 96, 97, 98, 99, 100, 101, 102]. The amino acids at these positions are: PGAVLTAKVQQPAKGP.